From a dataset of Forward reaction prediction with 1.9M reactions from USPTO patents (1976-2016). Predict the product of the given reaction. Given the reactants CCOC(/N=N/C(OCC)=O)=O.O[CH2:14][C:15]([CH2:23][OH:24])([CH2:20][CH:21]=[CH2:22])[C:16]([O:18][CH3:19])=[O:17].C1(P(C2C=CC=CC=2)C2C=CC=CC=2)C=CC=CC=1, predict the reaction product. The product is: [CH2:20]([C:15]1([C:16]([O:18][CH3:19])=[O:17])[CH2:14][O:24][CH2:23]1)[CH:21]=[CH2:22].